Dataset: Forward reaction prediction with 1.9M reactions from USPTO patents (1976-2016). Task: Predict the product of the given reaction. (1) Given the reactants [CH:1]1([C:4]2[N:5]=[C:6]([C:9]3[CH:14]=[C:13]([NH:15][C:16]([NH:18][CH2:19][CH3:20])=[O:17])[N:12]=[CH:11][C:10]=3B(O)O)[S:7][CH:8]=2)[CH2:3][CH2:2]1.[OH:24][CH2:25][C@@H:26]([N:31]1[C:40]2[C:35](=[CH:36][C:37](I)=[CH:38][CH:39]=2)[C:34](=[O:42])[C:33]([C:43]([O:45][CH2:46][CH3:47])=[O:44])=[CH:32]1)[CH2:27][CH:28]([CH3:30])[CH3:29].C(=O)([O-])[O-].[K+].[K+], predict the reaction product. The product is: [CH:1]1([C:4]2[N:5]=[C:6]([C:9]3[CH:14]=[C:13]([NH:15][C:16]([NH:18][CH2:19][CH3:20])=[O:17])[N:12]=[CH:11][C:10]=3[C:37]3[CH:36]=[C:35]4[C:40](=[CH:39][CH:38]=3)[N:31]([C@@H:26]([CH2:27][CH:28]([CH3:30])[CH3:29])[CH2:25][OH:24])[CH:32]=[C:33]([C:43]([O:45][CH2:46][CH3:47])=[O:44])[C:34]4=[O:42])[S:7][CH:8]=2)[CH2:3][CH2:2]1. (2) Given the reactants [CH2:1]=[C:2]([C:4]1[C:16]([NH2:17])=[C:15]([C:18]([CH3:20])=[CH2:19])[C:7]2[S:8][C:9]3[CH:14]=[CH:13][CH:12]=[CH:11][C:10]=3[C:6]=2[CH:5]=1)[CH3:3].C(O)(=O)C, predict the reaction product. The product is: [CH:2]([C:4]1[C:16]([NH2:17])=[C:15]([CH:18]([CH3:20])[CH3:19])[C:7]2[S:8][C:9]3[CH:14]=[CH:13][CH:12]=[CH:11][C:10]=3[C:6]=2[CH:5]=1)([CH3:3])[CH3:1]. (3) Given the reactants [CH:1]([O:4][C:5]1[CH:10]=[CH:9][C:8](Br)=[CH:7][N:6]=1)([CH3:3])[CH3:2].C([Li])CCC.[B:17](OC(C)C)([O:22]C(C)C)[O:18]C(C)C, predict the reaction product. The product is: [CH:1]([O:4][C:5]1[CH:10]=[CH:9][C:8]([B:17]([OH:22])[OH:18])=[CH:7][N:6]=1)([CH3:3])[CH3:2]. (4) The product is: [O:24]=[C:15]1[N:14]([CH2:25][CH2:26][CH3:27])[C:13]2[N:12]=[C:11]([C:6]34[CH2:7][CH2:8][C:3]([CH:2]=[O:1])([CH2:10][CH2:9]3)[CH2:4][CH2:5]4)[NH:19][C:18]=2[C:17](=[O:20])[N:16]1[CH2:21][CH2:22][CH3:23]. Given the reactants [OH:1][CH2:2][C:3]12[CH2:10][CH2:9][C:6]([C:11]3[NH:19][C:18]4[C:17](=[O:20])[N:16]([CH2:21][CH2:22][CH3:23])[C:15](=[O:24])[N:14]([CH2:25][CH2:26][CH3:27])[C:13]=4[N:12]=3)([CH2:7][CH2:8]1)[CH2:5][CH2:4]2.C(N(CC)CC)C.C(OCC)(=O)C.Cl, predict the reaction product. (5) The product is: [C:14]([O:13][C:11](=[O:12])[CH2:10][CH2:9][O:8][C:7]1[C:2]([C:31]2[CH:30]=[N:29][C:28]([NH:27][C:25](=[O:26])[NH:24][CH2:22][CH3:23])=[CH:33][C:32]=2[C:34]2[S:35][CH:36]=[C:37]([C:39]([F:42])([F:40])[F:41])[N:38]=2)=[CH:3][C:4]([C:18]([O:20][CH3:21])=[O:19])=[CH:5][N:6]=1)([CH3:17])([CH3:16])[CH3:15]. Given the reactants Br[C:2]1[CH:3]=[C:4]([C:18]([O:20][CH3:21])=[O:19])[CH:5]=[N:6][C:7]=1[O:8][CH2:9][CH2:10][C:11]([O:13][C:14]([CH3:17])([CH3:16])[CH3:15])=[O:12].[CH2:22]([NH:24][C:25]([NH:27][C:28]1[CH:33]=[C:32]([C:34]2[S:35][CH:36]=[C:37]([C:39]([F:42])([F:41])[F:40])[N:38]=2)[C:31](B2OC(C)(C)C(C)(C)O2)=[CH:30][N:29]=1)=[O:26])[CH3:23].C(=O)([O-])[O-].[Cs+].[Cs+], predict the reaction product. (6) Given the reactants [N+:1]([C:4]1[CH:5]=[C:6]([CH2:14]O)[CH:7]=[C:8]([C:10]([F:13])([F:12])[F:11])[CH:9]=1)([O-:3])=[O:2].CS(Cl)(=O)=O.[CH3:21][N:22]1[CH2:27][CH2:26][NH:25][CH2:24][CH2:23]1, predict the reaction product. The product is: [CH3:21][N:22]1[CH2:27][CH2:26][N:25]([CH2:14][C:6]2[CH:7]=[C:8]([C:10]([F:13])([F:12])[F:11])[CH:9]=[C:4]([N+:1]([O-:3])=[O:2])[CH:5]=2)[CH2:24][CH2:23]1. (7) Given the reactants [Cl:1][C:2]1[CH:7]=[C:6]([O:8][CH2:9][C:10]2([CH3:14])[CH2:13][O:12][CH2:11]2)[CH:5]=[CH:4][C:3]=1[C:15]1[CH:20]=[CH:19][CH:18]=[C:17]([CH2:21][O:22][C:23]2[CH:28]=[CH:27][C:26]([C:29]3([CH2:33][C:34]([O:36]CC)=[O:35])[CH2:32][O:31][CH2:30]3)=[CH:25][CH:24]=2)[CH:16]=1.O.[OH-].[Li+], predict the reaction product. The product is: [Cl:1][C:2]1[CH:7]=[C:6]([O:8][CH2:9][C:10]2([CH3:14])[CH2:13][O:12][CH2:11]2)[CH:5]=[CH:4][C:3]=1[C:15]1[CH:20]=[CH:19][CH:18]=[C:17]([CH2:21][O:22][C:23]2[CH:28]=[CH:27][C:26]([C:29]3([CH2:33][C:34]([OH:36])=[O:35])[CH2:32][O:31][CH2:30]3)=[CH:25][CH:24]=2)[CH:16]=1.